Dataset: Forward reaction prediction with 1.9M reactions from USPTO patents (1976-2016). Task: Predict the product of the given reaction. (1) Given the reactants [CH3:1][S:2]([NH2:5])(=[O:4])=[O:3].[C:6]([C:10]1[CH:52]=[CH:51][C:13]([O:14][C:15]2[CH:20]=[CH:19][C:18]([C:21]3[CH:26]=[CH:25][C:24]([CH2:27][C:28]4[N:29]([CH2:41][C:42]5[CH:50]=[CH:49][C:45]([C:46](O)=[O:47])=[CH:44][CH:43]=5)[CH:30]=[C:31]([C:33]5[CH:38]=[CH:37][C:36]([Cl:39])=[CH:35][C:34]=5[Cl:40])[N:32]=4)=[CH:23][CH:22]=3)=[CH:17][CH:16]=2)=[CH:12][CH:11]=1)([CH3:9])([CH3:8])[CH3:7], predict the reaction product. The product is: [C:6]([C:10]1[CH:52]=[CH:51][C:13]([O:14][C:15]2[CH:16]=[CH:17][C:18]([C:21]3[CH:22]=[CH:23][C:24]([CH2:27][C:28]4[N:29]([CH2:41][C:42]5[CH:43]=[CH:44][C:45]([C:46]([NH:5][S:2]([CH3:1])(=[O:4])=[O:3])=[O:47])=[CH:49][CH:50]=5)[CH:30]=[C:31]([C:33]5[CH:38]=[CH:37][C:36]([Cl:39])=[CH:35][C:34]=5[Cl:40])[N:32]=4)=[CH:25][CH:26]=3)=[CH:19][CH:20]=2)=[CH:12][CH:11]=1)([CH3:9])([CH3:7])[CH3:8]. (2) Given the reactants [F:1][C:2]1[CH:3]=[C:4]([CH:17]=[CH:18][C:19]=1[F:20])[CH2:5][N:6]1[CH:11]=[CH:10][N:9]=[C:8]([C:12]([O:14]C)=[O:13])[C:7]1=[O:16].[OH-].[Na+].Cl.[Cl-].[Na+], predict the reaction product. The product is: [F:1][C:2]1[CH:3]=[C:4]([CH:17]=[CH:18][C:19]=1[F:20])[CH2:5][N:6]1[CH:11]=[CH:10][N:9]=[C:8]([C:12]([OH:14])=[O:13])[C:7]1=[O:16]. (3) Given the reactants [C:1]([NH:8][C@@H:9]([C:13]([NH2:15])=O)[CH:10]([CH3:12])[CH3:11])([O:3][C:4]([CH3:7])([CH3:6])[CH3:5])=[O:2].F[P-](F)(F)(F)(F)F.C([O+](CC)CC)C.[CH2:30]([NH2:37])[C:31]1[CH:36]=[CH:35][CH:34]=[CH:33][CH:32]=1.CCO, predict the reaction product. The product is: [C:4]([O:3][C:1](=[O:2])[NH:8][C@@H:9]([C:13](=[NH:15])[NH:37][CH2:30][C:31]1[CH:36]=[CH:35][CH:34]=[CH:33][CH:32]=1)[CH:10]([CH3:12])[CH3:11])([CH3:7])([CH3:6])[CH3:5]. (4) Given the reactants [C:1]([O:5][C:6](=[O:15])[NH:7][CH:8]1[CH2:13][CH2:12][CH:11]([NH2:14])[CH2:10][CH2:9]1)([CH3:4])([CH3:3])[CH3:2].[CH3:16][C:17]([CH3:19])=O.[C:20](O[BH-](OC(=O)C)OC(=O)C)(=O)C.[Na+].[OH-].[Na+].C=O, predict the reaction product. The product is: [C:1]([O:5][C:6](=[O:15])[NH:7][C@H:8]1[CH2:9][CH2:10][C@@H:11]([N:14]([CH:17]([CH3:19])[CH3:16])[CH3:20])[CH2:12][CH2:13]1)([CH3:4])([CH3:2])[CH3:3]. (5) Given the reactants [C:1]([NH:4][C:5]1[S:6][C:7]([C:11]2[S:15][C:14]([S:16](Cl)(=[O:18])=[O:17])=[CH:13][CH:12]=2)=[C:8]([CH3:10])[N:9]=1)(=[O:3])[CH3:2].[NH2:20][CH:21]1[CH2:26][CH2:25][N:24]([CH3:27])[CH2:23][CH2:22]1.CCN(C(C)C)C(C)C, predict the reaction product. The product is: [CH3:10][C:8]1[N:9]=[C:5]([NH:4][C:1](=[O:3])[CH3:2])[S:6][C:7]=1[C:11]1[S:15][C:14]([S:16]([NH:20][CH:21]2[CH2:26][CH2:25][N:24]([CH3:27])[CH2:23][CH2:22]2)(=[O:18])=[O:17])=[CH:13][CH:12]=1. (6) Given the reactants Br[CH2:2][B-:3]([F:6])([F:5])[F:4].[K+].[CH3:8][C:9]1([CH3:15])[O:14][CH2:13][CH2:12][NH:11][CH2:10]1, predict the reaction product. The product is: [CH3:8][C:9]1([CH3:15])[O:14][CH2:13][CH2:12][NH+:11]([CH2:2][B-:3]([F:6])([F:5])[F:4])[CH2:10]1. (7) Given the reactants [CH2:1]([S:3]SCC)[CH3:2].[C:7]1([CH3:16])[CH:12]=[CH:11][C:10]([S:13]([O-:15])=[O:14])=[CH:9][CH:8]=1.[Na+].II, predict the reaction product. The product is: [C:7]1([CH3:16])[CH:12]=[CH:11][C:10]([S:13](=[O:15])([S:3][CH2:1][CH3:2])=[O:14])=[CH:9][CH:8]=1. (8) Given the reactants [Cl:1][C:2]1[CH:11]=[C:10]2[C:5]([C:6](O)=[N:7][CH:8]=[N:9]2)=[CH:4][C:3]=1[C:13]([F:16])([F:15])[F:14].O=S(Cl)[Cl:19], predict the reaction product. The product is: [Cl:19][C:6]1[C:5]2[C:10](=[CH:11][C:2]([Cl:1])=[C:3]([C:13]([F:16])([F:15])[F:14])[CH:4]=2)[N:9]=[CH:8][N:7]=1. (9) Given the reactants [CH:1]([S:14][CH2:15][C:16]([NH2:18])=[O:17])([C:8]1[CH:13]=[CH:12][CH:11]=[CH:10][CH:9]=1)[C:2]1[CH:7]=[CH:6][CH:5]=[CH:4][CH:3]=1.[O-]O.C1(C(C)C)C=CC=CC=1.C([C@H]([C@@H](C(OCC)=O)O)O)(OCC)=[O:31].C(N(C(C)C)CC)(C)C, predict the reaction product. The product is: [CH:5]1[CH:6]=[CH:7][C:2]([CH:1]([S@@:14]([CH2:15][C:16]([NH2:18])=[O:17])=[O:31])[C:8]2[CH:9]=[CH:10][CH:11]=[CH:12][CH:13]=2)=[CH:3][CH:4]=1.